Task: Predict which catalyst facilitates the given reaction.. Dataset: Catalyst prediction with 721,799 reactions and 888 catalyst types from USPTO (1) Reactant: [CH2:1]([O:8][C:9]1[C:10]([O:25][CH3:26])=[CH:11][C:12]([C:19]2[N:23]=[C:22]([CH3:24])[O:21][N:20]=2)=[C:13]([S:15](Cl)(=[O:17])=[O:16])[CH:14]=1)[C:2]1[CH:7]=[CH:6][CH:5]=[CH:4][CH:3]=1.Cl.[CH3:28][NH:29][CH3:30].O1CCCC1.Cl. Product: [CH2:1]([O:8][C:9]1[C:10]([O:25][CH3:26])=[CH:11][C:12]([C:19]2[N:23]=[C:22]([CH3:24])[O:21][N:20]=2)=[C:13]([S:15]([N:29]([CH3:30])[CH3:28])(=[O:17])=[O:16])[CH:14]=1)[C:2]1[CH:7]=[CH:6][CH:5]=[CH:4][CH:3]=1. The catalyst class is: 66. (2) Reactant: [C:1]([O:5][C:6]([N:8]([CH2:25][CH2:26][C:27]1[CH:32]=[CH:31][C:30]([O:33][C:34]([F:37])([F:36])[F:35])=[CH:29][CH:28]=1)[C:9]1[N:14]=[C:13]([O:15][CH3:16])[N:12]=[C:11](OS(C(F)(F)F)(=O)=O)[CH:10]=1)=[O:7])([CH3:4])([CH3:3])[CH3:2].Cl.[CH2:39]([O:41][C:42]([CH:44]1[CH2:49][CH2:48][CH2:47][CH2:46][NH:45]1)=[O:43])[CH3:40].CCN(C(C)C)C(C)C. Product: [CH2:39]([O:41][C:42]([CH:44]1[CH2:49][CH2:48][CH2:47][CH2:46][N:45]1[C:11]1[CH:10]=[C:9]([N:8]([C:6]([O:5][C:1]([CH3:3])([CH3:4])[CH3:2])=[O:7])[CH2:25][CH2:26][C:27]2[CH:28]=[CH:29][C:30]([O:33][C:34]([F:35])([F:36])[F:37])=[CH:31][CH:32]=2)[N:14]=[C:13]([O:15][CH3:16])[N:12]=1)=[O:43])[CH3:40]. The catalyst class is: 3. (3) Reactant: [OH:1][C:2]([C@@H:4]1[CH:19]=[C:18]2[C@@H:8]([CH2:9][C:10]3[C:20]4[C:13](=[CH:14][CH:15]=[CH:16][C:17]2=4)[NH:12][CH:11]=3)[N:6]([CH3:7])[CH2:5]1)=O.C1N=CN(C(N2C=NC=C2)=O)C=1.[CH2:33]([NH:35][CH2:36][CH2:37][C:38]([O:40][CH2:41][CH3:42])=[O:39])[CH3:34]. Product: [CH2:33]([N:35]([CH2:36][CH2:37][C:38]([O:40][CH2:41][CH3:42])=[O:39])[C:2]([C@@H:4]1[CH:19]=[C:18]2[C@@H:8]([CH2:9][C:10]3[C:20]4[C:13](=[CH:14][CH:15]=[CH:16][C:17]2=4)[NH:12][CH:11]=3)[N:6]([CH3:7])[CH2:5]1)=[O:1])[CH3:34]. The catalyst class is: 9. (4) Reactant: [Br:1][C:2]1[CH:3]=[CH:4][C:5]2[CH2:11][CH2:10][CH2:9][C:8]([C:12](OC)=[O:13])=[CH:7][C:6]=2[CH:16]=1.CC(C[AlH]CC(C)C)C. Product: [Br:1][C:2]1[CH:3]=[CH:4][C:5]2[CH2:11][CH2:10][CH2:9][C:8]([CH2:12][OH:13])=[CH:7][C:6]=2[CH:16]=1. The catalyst class is: 385. (5) Reactant: F[C:2]1[CH:7]=[CH:6][C:5]([N+:8]([O-:10])=[O:9])=[CH:4][CH:3]=1.C([O-])([O-])=O.[K+].[K+].[OH:17][C:18]1[CH:23]=[CH:22][C:21]([C:24]2[CH:29]=[CH:28][CH:27]=[CH:26][CH:25]=2)=[CH:20][CH:19]=1.CCOC(C)=O. Product: [C:21]1([C:24]2[CH:29]=[CH:28][CH:27]=[CH:26][CH:25]=2)[CH:20]=[CH:19][C:18]([O:17][C:2]2[CH:7]=[CH:6][C:5]([N+:8]([O-:10])=[O:9])=[CH:4][CH:3]=2)=[CH:23][CH:22]=1. The catalyst class is: 3. (6) Reactant: [H-].[Na+].[C:3]([O:6][CH2:7][C:8]1[CH:13]=[CH:12][C:11]([OH:14])=[C:10]([Cl:15])[CH:9]=1)(=[O:5])[CH3:4].[CH3:16][O:17][CH2:18][CH2:19][O:20][CH2:21]Cl.O. Product: [C:3]([O:6][CH2:7][C:8]1[CH:13]=[CH:12][C:11]([O:14][CH2:16][O:17][CH2:18][CH2:19][O:20][CH3:21])=[C:10]([Cl:15])[CH:9]=1)(=[O:5])[CH3:4]. The catalyst class is: 213. (7) Reactant: [F:1][C:2]([F:35])([F:34])[C:3]1[CH:11]=[C:10]([C:12]#[N:13])[CH:9]=[C:8]2[C:4]=1[C:5]([NH:22][C:23](=[O:33])[CH2:24][N:25]1[CH2:30][CH2:29][N:28]([CH2:31][CH3:32])[CH2:27][CH2:26]1)([C:15]1[CH:20]=[CH:19][C:18]([Cl:21])=[CH:17][CH:16]=1)[C:6](=[O:14])[NH:7]2.[OH-:36].[K+]. Product: [Cl:21][C:18]1[CH:17]=[CH:16][C:15]([C:5]2([NH:22][C:23](=[O:33])[CH2:24][N:25]3[CH2:26][CH2:27][N:28]([CH2:31][CH3:32])[CH2:29][CH2:30]3)[C:4]3[C:8](=[CH:9][C:10]([C:12]([NH2:13])=[O:36])=[CH:11][C:3]=3[C:2]([F:1])([F:34])[F:35])[NH:7][C:6]2=[O:14])=[CH:20][CH:19]=1. The catalyst class is: 218. (8) Product: [CH:1]1([C:4]2[NH:8][N:7]=[C:6]([NH:9][C:10]3[N:15]=[C:14]4[N:16]([C@H:17]([C:19]5[CH:20]=[CH:21][C:22]([F:25])=[CH:23][CH:24]=5)[CH3:18])[N:27]=[N:26][C:13]4=[CH:12][CH:11]=3)[CH:5]=2)[CH2:3][CH2:2]1. Reactant: [CH:1]1([C:4]2[NH:8][N:7]=[C:6]([NH:9][C:10]3[N:15]=[C:14]([NH:16][C@H:17]([C:19]4[CH:24]=[CH:23][C:22]([F:25])=[CH:21][CH:20]=4)[CH3:18])[C:13]([NH2:26])=[CH:12][CH:11]=3)[CH:5]=2)[CH2:3][CH2:2]1.[N:27]([O-])=O.[Na+]. The catalyst class is: 15.